This data is from Full USPTO retrosynthesis dataset with 1.9M reactions from patents (1976-2016). The task is: Predict the reactants needed to synthesize the given product. (1) The reactants are: [OH-].[Na+].[O:3]1[CH:7]=[CH:6][CH:5]=[C:4]1[C:8]1[CH:17]=[CH:16][C:11]([C:12]([O:14]C)=[O:13])=[C:10]([NH:18][C:19]([C:21]2[CH:22]=[N:23][CH:24]=[C:25]([C:27]3[CH:32]=[CH:31][CH:30]=[CH:29][CH:28]=3)[CH:26]=2)=[O:20])[CH:9]=1. Given the product [O:3]1[CH:7]=[CH:6][CH:5]=[C:4]1[C:8]1[CH:17]=[CH:16][C:11]([C:12]([OH:14])=[O:13])=[C:10]([NH:18][C:19]([C:21]2[CH:22]=[N:23][CH:24]=[C:25]([C:27]3[CH:28]=[CH:29][CH:30]=[CH:31][CH:32]=3)[CH:26]=2)=[O:20])[CH:9]=1, predict the reactants needed to synthesize it. (2) The reactants are: [CH3:1][C:2]1[C:6]2[CH:7]=[CH:8][CH:9]=[CH:10][C:5]=2[O:4][C:3]=1[CH:11]=O.[O:13]1[C:19]2[CH:20]=[CH:21][C:22]([S:24]([NH2:27])(=[O:26])=[O:25])=[CH:23][C:18]=2[O:17][CH2:16][CH2:15][CH2:14]1.O.[O-2].[O-2].[O-2].O=[Si]=O.O=[Si]=O.O=[Si]=O.O=[Si]=O.[Al+3].[Al+3]. Given the product [CH3:1][C:2]1[C:6]2[CH:7]=[CH:8][CH:9]=[CH:10][C:5]=2[O:4][C:3]=1[CH:11]=[N:27][S:24]([C:22]1[CH:21]=[CH:20][C:19]2[O:13][CH2:14][CH2:15][CH2:16][O:17][C:18]=2[CH:23]=1)(=[O:25])=[O:26], predict the reactants needed to synthesize it. (3) Given the product [Br:1][C:2]1[CH:7]=[CH:6][C:5]2[C:8]3[C:9](=[CH:10][CH:11]=[CH:12][CH:13]=3)[NH:14][C:4]=2[CH:3]=1, predict the reactants needed to synthesize it. The reactants are: [Br:1][C:2]1[CH:7]=[CH:6][C:5]([C:8]2[CH:13]=[CH:12][CH:11]=[CH:10][C:9]=2[N+:14]([O-])=O)=[CH:4][CH:3]=1.C(OP(OCC)OCC)C.[OH-].[Na+].C([O-])([O-])=O.[Na+].[Na+]. (4) Given the product [C:24]([C:28]1[Se:32][C:31]([N+:33]([O-:35])=[O:34])=[C:30]([NH:36][C:2]2[C:11]3[C:6](=[CH:7][C:8]([O:22][CH3:23])=[C:9]([O:12][CH2:13][CH2:14][CH2:15][N:16]4[CH2:21][CH2:20][O:19][CH2:18][CH2:17]4)[CH:10]=3)[N:5]=[CH:4][N:3]=2)[CH:29]=1)([CH3:27])([CH3:25])[CH3:26], predict the reactants needed to synthesize it. The reactants are: Cl[C:2]1[C:11]2[C:6](=[CH:7][C:8]([O:22][CH3:23])=[C:9]([O:12][CH2:13][CH2:14][CH2:15][N:16]3[CH2:21][CH2:20][O:19][CH2:18][CH2:17]3)[CH:10]=2)[N:5]=[CH:4][N:3]=1.[C:24]([C:28]1[Se:32][C:31]([N+:33]([O-:35])=[O:34])=[C:30]([NH2:36])[CH:29]=1)([CH3:27])([CH3:26])[CH3:25].CN(C=O)C.[OH-].[Na+].